From a dataset of Full USPTO retrosynthesis dataset with 1.9M reactions from patents (1976-2016). Predict the reactants needed to synthesize the given product. (1) Given the product [CH3:1][C:2]1[N:6]([C:7]2[CH:8]=[C:9]([CH:32]=[C:33]([C:35]([F:38])([F:36])[F:37])[CH:34]=2)[CH2:10][O:11][CH2:12][C:13]2([C:26]3[CH:31]=[CH:30][CH:29]=[CH:28][CH:27]=3)[CH2:14][CH2:15][NH:16][CH2:17][CH2:18]2)[N:5]=[N:4][N:3]=1, predict the reactants needed to synthesize it. The reactants are: [CH3:1][C:2]1[N:6]([C:7]2[CH:8]=[C:9]([CH:32]=[C:33]([C:35]([F:38])([F:37])[F:36])[CH:34]=2)[CH2:10][O:11][CH2:12][C:13]2([C:26]3[CH:31]=[CH:30][CH:29]=[CH:28][CH:27]=3)[CH2:18][CH2:17][N:16](C(OC(C)(C)C)=O)[CH2:15][CH2:14]2)[N:5]=[N:4][N:3]=1.Cl. (2) Given the product [O:1]1[C:5]2[CH:6]=[CH:7][C:8]([C:10]3[CH:19]=[CH:18][C:17]4[N:16]=[CH:15][C:14]5[N:20]=[CH:21][N:22]([C:23]6[CH:28]=[CH:27][C:26]([CH2:29][CH2:30][NH2:31])=[CH:25][CH:24]=6)[C:13]=5[C:12]=4[CH:11]=3)=[CH:9][C:4]=2[O:3][CH2:2]1, predict the reactants needed to synthesize it. The reactants are: [O:1]1[C:5]2[CH:6]=[CH:7][C:8]([C:10]3[CH:19]=[CH:18][C:17]4[N:16]=[CH:15][C:14]5[N:20]=[CH:21][N:22]([C:23]6[CH:28]=[CH:27][C:26]([CH2:29][C:30]#[N:31])=[CH:25][CH:24]=6)[C:13]=5[C:12]=4[CH:11]=3)=[CH:9][C:4]=2[O:3][CH2:2]1. (3) Given the product [F:17][C:3]1[C:4]([F:16])=[CH:5][C:6]2[CH:7]=[C:8]3[C:14](=[O:15])[NH:13][CH2:12][CH2:11][N:9]3[C:10]=2[C:2]=1[C:22]1[CH:23]=[CH:24][C:19]([F:18])=[CH:20][CH:21]=1, predict the reactants needed to synthesize it. The reactants are: Br[C:2]1[C:10]2[N:9]3[CH2:11][CH2:12][NH:13][C:14](=[O:15])[C:8]3=[CH:7][C:6]=2[CH:5]=[C:4]([F:16])[C:3]=1[F:17].[F:18][C:19]1[CH:24]=[CH:23][C:22](B(O)O)=[CH:21][CH:20]=1. (4) Given the product [CH:55]1([CH2:54][CH2:53][CH2:52][N:44]2[CH2:45][CH2:46][N:41]([C:33]3[CH:34]=[C:35]([F:40])[C:36]([O:38][CH3:39])=[CH:37][C:32]=3[F:31])[CH2:42][CH2:43]2)[CH2:60][CH2:59][CH2:58][CH2:57][CH2:56]1, predict the reactants needed to synthesize it. The reactants are: C(OC1C=CC(N2CCNCC2)=CC=1F)C1C=CC=CC=1.C(Br)CCCCCCC.[F:31][C:32]1[CH:37]=[C:36]([O:38][CH3:39])[C:35]([F:40])=[CH:34][C:33]=1[N:41]1[CH2:46][CH2:45][NH:44][CH2:43][CH2:42]1.CS(O[CH2:52][CH2:53][CH2:54][CH:55]1[CH2:60][CH2:59][CH2:58][CH2:57][CH2:56]1)(=O)=O.